Dataset: Full USPTO retrosynthesis dataset with 1.9M reactions from patents (1976-2016). Task: Predict the reactants needed to synthesize the given product. (1) Given the product [Cl:28][C:23]1[N:22]=[N:21][C:20]([N:9]2[C:10]3[C:6](=[CH:5][C:4]([N+:1]([O-:3])=[O:2])=[CH:12][CH:11]=3)[CH:7]=[CH:8]2)=[C:25]([C:26]#[N:27])[CH:24]=1, predict the reactants needed to synthesize it. The reactants are: [N+:1]([C:4]1[CH:5]=[C:6]2[C:10](=[CH:11][CH:12]=1)[NH:9][CH:8]=[CH:7]2)([O-:3])=[O:2].[K].CC(C)([O-])C.Cl[C:20]1[N:21]=[N:22][C:23]([Cl:28])=[CH:24][C:25]=1[C:26]#[N:27].O. (2) The reactants are: [C:1]([NH:6][CH2:7][CH2:8][CH2:9][CH2:10][CH2:11][C:12]([OH:14])=[O:13])(=[O:5])[C:2]([CH3:4])=[CH2:3].O[N:16]1[C:20](=[O:21])[CH2:19][CH2:18][C:17]1=[O:22].CC(C)=[O:25]. Given the product [OH:25][N:6]([C:1](=[O:5])[C:2]([CH3:4])=[CH2:3])[CH2:7][CH2:8][CH2:9][CH2:10][CH:11]([N:16]1[C:20](=[O:21])[CH2:19][CH2:18][C:17]1=[O:22])[C:12]([OH:14])=[O:13], predict the reactants needed to synthesize it. (3) The reactants are: [F:1][CH:2]([F:12])[C:3]1[CH:10]=[CH:9][C:6]([CH:7]=O)=[C:5]([F:11])[CH:4]=1.[CH3:13][C:14]([S@:17]([NH2:19])=[O:18])([CH3:16])[CH3:15]. Given the product [F:1][CH:2]([F:12])[C:3]1[CH:10]=[CH:9][C:6](/[CH:7]=[N:19]/[S@@:17]([C:14]([CH3:16])([CH3:15])[CH3:13])=[O:18])=[C:5]([F:11])[CH:4]=1, predict the reactants needed to synthesize it. (4) The reactants are: [F:1][C:2]1[CH:7]=[CH:6][C:5]([S:8]([NH:11][CH:12]([CH2:15][CH3:16])[CH2:13][CH3:14])(=[O:10])=[O:9])=[CH:4][CH:3]=1.Br[CH2:18][C:19]1[CH:28]=[CH:27][C:22]([C:23]([O:25][CH3:26])=[O:24])=[CH:21][N:20]=1.C([O-])([O-])=O.[K+].[K+]. Given the product [F:1][C:2]1[CH:3]=[CH:4][C:5]([S:8]([N:11]([CH2:18][C:19]2[CH:28]=[CH:27][C:22]([C:23]([O:25][CH3:26])=[O:24])=[CH:21][N:20]=2)[CH:12]([CH2:15][CH3:16])[CH2:13][CH3:14])(=[O:10])=[O:9])=[CH:6][CH:7]=1, predict the reactants needed to synthesize it. (5) The reactants are: [CH3:1][C:2]1([CH3:26])[CH2:7][CH2:6][CH:5]([C:8]2[S:25][C:11]3[N:12]=[C:13]([CH3:24])[N:14]=[C:15]([CH2:16][NH:17][CH:18]4[CH2:23][CH2:22][O:21][CH2:20][CH2:19]4)[C:10]=3[CH:9]=2)[CH2:4][CH2:3]1.[O:27]1CC(O)O[CH2:29][CH:28]1O.ClCCCl.[BH-](OC(C)=O)(OC(C)=O)OC(C)=O.[Na+]. Given the product [CH3:1][C:2]1([CH3:26])[CH2:7][CH2:6][CH:5]([C:8]2[S:25][C:11]3[N:12]=[C:13]([CH3:24])[N:14]=[C:15]([CH2:16][N:17]([CH:18]4[CH2:23][CH2:22][O:21][CH2:20][CH2:19]4)[CH2:29][CH2:28][OH:27])[C:10]=3[CH:9]=2)[CH2:4][CH2:3]1, predict the reactants needed to synthesize it. (6) Given the product [C:32]([C:34]1[CH:35]=[CH:36][C:37]([CH:40]2[C:49]3[C:48](=[O:50])[CH2:47][CH:46]([C:51]([NH2:7])=[O:53])[CH2:45][C:44]=3[N:43]([C:54]3[CH:59]=[CH:58][CH:57]=[C:56]([C:60]([F:63])([F:62])[F:61])[CH:55]=3)[C:42](=[O:64])[NH:41]2)=[CH:38][CH:39]=1)#[N:33], predict the reactants needed to synthesize it. The reactants are: F[B-](F)(F)F.C[N+:7](C)=C(N(C)C)ON1C2C=CC=CC=2N=N1.C(N(CC)C(C)C)(C)C.[C:32]([C:34]1[CH:39]=[CH:38][C:37]([CH:40]2[C:49]3[C:48](=[O:50])[CH2:47][CH:46]([C:51]([OH:53])=O)[CH2:45][C:44]=3[N:43]([C:54]3[CH:59]=[CH:58][CH:57]=[C:56]([C:60]([F:63])([F:62])[F:61])[CH:55]=3)[C:42](=[O:64])[NH:41]2)=[CH:36][CH:35]=1)#[N:33].N. (7) Given the product [CH3:1][O:2][C:3]1[CH:4]=[C:5]2[C:10](=[CH:11][C:12]=1[O:13][CH3:14])[N:9]=[CH:8][N:7]=[C:6]2[Cl:16], predict the reactants needed to synthesize it. The reactants are: [CH3:1][O:2][C:3]1[CH:4]=[C:5]2[C:10](=[CH:11][C:12]=1[O:13][CH3:14])[NH:9][C:8](=O)[N:7]=[C:6]2[Cl:16].S(Cl)(Cl)=O.